Dataset: Full USPTO retrosynthesis dataset with 1.9M reactions from patents (1976-2016). Task: Predict the reactants needed to synthesize the given product. Given the product [Cl:1][C:2]1[CH:3]=[C:4]([C@@H:8]2[N:14]([C:15]([N:17]3[CH2:18][CH2:19][O:20][CH2:21][CH2:22]3)=[O:16])[CH2:13][C:12]3[CH:23]=[CH:24][C:25]([C:27]([NH:31][OH:32])=[O:28])=[CH:26][C:11]=3[O:10][CH2:9]2)[CH:5]=[CH:6][CH:7]=1, predict the reactants needed to synthesize it. The reactants are: [Cl:1][C:2]1[CH:3]=[C:4]([C@@H:8]2[N:14]([C:15]([N:17]3[CH2:22][CH2:21][O:20][CH2:19][CH2:18]3)=[O:16])[CH2:13][C:12]3[CH:23]=[CH:24][C:25]([C:27](OC)=[O:28])=[CH:26][C:11]=3[O:10][CH2:9]2)[CH:5]=[CH:6][CH:7]=1.[NH2:31][OH:32].[OH-].[Na+].